Dataset: Full USPTO retrosynthesis dataset with 1.9M reactions from patents (1976-2016). Task: Predict the reactants needed to synthesize the given product. (1) Given the product [CH:1]1([C:7]2[CH:8]=[CH:9][C:10]([NH:13][C:27](=[O:28])[C@H:26]([NH:30][C:49]([NH:48][CH:51]3[C:63]4[CH:62]=[CH:61][CH:60]=[CH:59][C:58]=4[C:57]4[C:52]3=[CH:53][CH:54]=[CH:55][CH:56]=4)=[O:50])[CH2:25][CH2:24][CH2:23][CH2:22][NH2:21])=[CH:11][CH:12]=2)[CH2:2][CH2:3][CH2:4][CH2:5][CH2:6]1, predict the reactants needed to synthesize it. The reactants are: [CH:1]1([C:7]2[CH:12]=[CH:11][C:10]([NH2:13])=[CH:9][CH:8]=2)[CH2:6][CH2:5][CH2:4][CH2:3][CH2:2]1.C(OC([NH:21][CH2:22][CH2:23][CH2:24][CH2:25][C@@H:26]([NH:30]C(OCC1C2C=CC=CC=2C2C1=CC=CC=2)=O)[C:27](O)=[O:28])=O)(C)(C)C.[N:48]([CH:51]1[C:63]2[CH:62]=[CH:61][CH:60]=[CH:59][C:58]=2[C:57]2[C:52]1=[CH:53][CH:54]=[CH:55][CH:56]=2)=[C:49]=[O:50]. (2) Given the product [Cl:29][C:3]1[CH:4]=[C:5]([N+:26]([O-:28])=[O:27])[C:6]([NH:8][CH2:9][CH:10]2[CH2:25][CH2:24][CH2:23][C:12]3([O:16][C:15](=[O:17])[N:14]([CH2:18][C:19]([CH3:20])([CH3:21])[CH3:22])[CH2:13]3)[CH2:11]2)=[CH:7][C:2]=1[C:31]#[N:32], predict the reactants needed to synthesize it. The reactants are: Br[C:2]1[C:3]([Cl:29])=[CH:4][C:5]([N+:26]([O-:28])=[O:27])=[C:6]([NH:8][CH2:9][CH:10]2[CH2:25][CH2:24][CH2:23][C:12]3([O:16][C:15](=[O:17])[N:14]([CH2:18][C:19]([CH3:22])([CH3:21])[CH3:20])[CH2:13]3)[CH2:11]2)[CH:7]=1.[Cu][C:31]#[N:32]. (3) Given the product [C:19]1([CH3:29])[CH:20]=[CH:21][C:22]([S:25]([OH:28])(=[O:26])=[O:27])=[CH:23][CH:24]=1.[S:1]1[C:2]2[CH:9]=[CH:8][C:7]([C:46]3[S:50][C:49]([O:51][C@@H:52]4[CH:59]5[CH2:60][N:55]6[CH2:56][CH:57]([CH2:61][CH:53]4[CH2:54]6)[CH2:58]5)=[N:48][N:62]=3)=[CH:6][C:3]=2[CH:4]=[CH:5]1, predict the reactants needed to synthesize it. The reactants are: [S:1]1[CH:5]=[CH:4][C:3]2[CH:6]=[C:7](B3OC(C)(C)C(C)(C)O3)[CH:8]=[CH:9][C:2]1=2.[C:19]1([CH3:29])[CH:24]=[CH:23][C:22]([S:25]([OH:28])(=[O:27])=[O:26])=[CH:21][CH:20]=1.C1(C)C=CC(S(O)(=O)=O)=CC=1.N1C=C([C:46]2[S:50][C:49]([O:51][C@@H:52]3[CH:59]4[CH2:60][N:55]5[CH2:56][CH:57]([CH2:61][CH:53]3[CH2:54]5)[CH2:58]4)=[N:48]C=2)C=N1.[NH3:62]. (4) Given the product [C:1]([CH:3]1[CH2:6][N:5]([C:7]([O:9][C:10]([CH3:13])([CH3:12])[CH3:11])=[O:8])[CH2:4]1)#[CH:16], predict the reactants needed to synthesize it. The reactants are: [CH:1]([CH:3]1[CH2:6][N:5]([C:7]([O:9][C:10]([CH3:13])([CH3:12])[CH3:11])=[O:8])[CH2:4]1)=O.[N+](=[C:16](P(=O)(OC)OC)C(=O)C)=[N-].C(=O)([O-])[O-].[K+].[K+]. (5) Given the product [Cl:40][C:39]1[CH:38]=[CH:37][CH:36]=[C:35]([Cl:41])[C:34]=1[C:33]1[C:26]2[O:25][CH:24]([CH2:23][NH2:20])[CH2:29][S:28][C:27]=2[CH:30]=[C:31]([F:42])[CH:32]=1, predict the reactants needed to synthesize it. The reactants are: C1C=CC(P(C2C=CC=CC=2)C2C=CC=CC=2)=CC=1.[N:20]([CH2:23][CH:24]1[CH2:29][S:28][C:27]2[CH:30]=[C:31]([F:42])[CH:32]=[C:33]([C:34]3[C:39]([Cl:40])=[CH:38][CH:37]=[CH:36][C:35]=3[Cl:41])[C:26]=2[O:25]1)=[N+]=[N-].O.